Dataset: Full USPTO retrosynthesis dataset with 1.9M reactions from patents (1976-2016). Task: Predict the reactants needed to synthesize the given product. (1) Given the product [CH3:1][N:2]1[C:10]2[C:5](=[CH:6][C:7]([Cl:11])=[CH:8][CH:9]=2)[C:4]([C:12]2[C:13](=[O:27])[NH:14][C:15](=[O:26])[C:16]=2[C:17]2[CH:22]=[CH:21][CH:20]=[C:19]([NH2:23])[CH:18]=2)=[CH:3]1, predict the reactants needed to synthesize it. The reactants are: [CH3:1][N:2]1[C:10]2[C:5](=[CH:6][C:7]([Cl:11])=[CH:8][CH:9]=2)[C:4]([C:12]2[C:13](=[O:27])[NH:14][C:15](=[O:26])[C:16]=2[C:17]2[CH:22]=[CH:21][CH:20]=[C:19]([N+:23]([O-])=O)[CH:18]=2)=[CH:3]1. (2) Given the product [C:1]([O:5][C:6](=[O:7])[NH:8][C:9]1[CH:14]=[CH:13][C:12]([S:15][C:16]2[CH:24]=[CH:23][C:19]([C:20](=[O:21])[NH:43][CH2:42][C:41]3[CH:44]=[CH:45][CH:46]=[CH:47][C:40]=3[CH3:39])=[CH:18][C:17]=2[NH:25][C:26]2[C:27]3[CH:35]=[CH:34][C:33]([CH:36]([CH3:38])[CH3:37])=[N:32][C:28]=3[N:29]=[CH:30][N:31]=2)=[CH:11][CH:10]=1)([CH3:4])([CH3:3])[CH3:2], predict the reactants needed to synthesize it. The reactants are: [C:1]([O:5][C:6]([NH:8][C:9]1[CH:14]=[CH:13][C:12]([S:15][C:16]2[CH:24]=[CH:23][C:19]([C:20](O)=[O:21])=[CH:18][C:17]=2[NH:25][C:26]2[C:27]3[CH:35]=[CH:34][C:33]([CH:36]([CH3:38])[CH3:37])=[N:32][C:28]=3[N:29]=[CH:30][N:31]=2)=[CH:11][CH:10]=1)=[O:7])([CH3:4])([CH3:3])[CH3:2].[CH3:39][C:40]1[CH:47]=[CH:46][CH:45]=[CH:44][C:41]=1[CH2:42][NH2:43]. (3) Given the product [F:14][C:15]([F:23])([F:22])[CH:16]1[CH2:21][CH2:20][CH2:19][N:18]([C:2]2[CH:3]=[CH:4][C:5]3[N:11]4[CH2:12][C@H:8]([CH2:9][CH2:10]4)[NH:7][C:6]=3[N:13]=2)[CH2:17]1, predict the reactants needed to synthesize it. The reactants are: Cl[C:2]1[CH:3]=[CH:4][C:5]2[N:11]3[CH2:12][C@H:8]([CH2:9][CH2:10]3)[NH:7][C:6]=2[N:13]=1.[F:14][C:15]([F:23])([F:22])[CH:16]1[CH2:21][CH2:20][CH2:19][NH:18][CH2:17]1.CC(C)([O-])C.[K+]. (4) Given the product [Br:14][C:5]1[CH:6]=[C:7]([O:8][CH3:9])[C:2]([OH:1])=[CH:3][C:4]=1[CH2:10][C:11]([OH:13])=[O:12], predict the reactants needed to synthesize it. The reactants are: [OH:1][C:2]1[CH:3]=[C:4]([CH2:10][C:11]([OH:13])=[O:12])[CH:5]=[CH:6][C:7]=1[O:8][CH3:9].[Br:14]Br. (5) The reactants are: [O:1]=[CH:2][C@@H:3]([C@@H:5]([C@@H:7]([C@H:9]([CH3:11])[OH:10])[OH:8])[OH:6])[OH:4]. Given the product [O:1]=[CH:2][C@H:3]([C@@H:5]([C@@H:7]([C@H:9]([CH3:11])[OH:10])[OH:8])[OH:6])[OH:4], predict the reactants needed to synthesize it. (6) The reactants are: [Cl:1][C:2]1[C:7]([F:8])=[CH:6][CH:5]=[C:4]([Cl:9])[C:3]=1[C@H:10]([O:12][C:13]1[C:14]2[O:22][CH:21]=[C:20]([C:23]3[CH2:24][CH2:25][NH:26][CH2:27][CH:28]=3)[C:15]=2[CH:16]=[N:17][C:18]=1[NH2:19])[CH3:11].O=[C:30]1[CH2:33][N:32](C(OC(C)(C)C)=O)[CH2:31]1.C(O[BH-](OC(=O)C)OC(=O)C)(=O)C.[Na+].ClCCCl.C(Cl)Cl.C(O)(C(F)(F)F)=O. Given the product [NH:32]1[CH2:33][CH:30]([N:26]2[CH2:25][CH:24]=[C:23]([C:20]3[C:15]4[CH:16]=[N:17][C:18]([NH2:19])=[C:13]([O:12][C@@H:10]([C:3]5[C:4]([Cl:9])=[CH:5][CH:6]=[C:7]([F:8])[C:2]=5[Cl:1])[CH3:11])[C:14]=4[O:22][CH:21]=3)[CH2:28][CH2:27]2)[CH2:31]1, predict the reactants needed to synthesize it. (7) Given the product [N:34]1([CH:40]2[CH2:45][CH2:44][N:43]([C:46]3[CH:52]=[CH:51][C:49]([NH:50][C:2]4[N:7]=[C:6]([C:8]5[N:12]6[CH:13]=[CH:14][CH:15]=[CH:16][C:11]6=[N:10][C:9]=5[C:17]5[CH:18]=[C:19]([CH:31]=[CH:32][CH:33]=5)[C:20]([NH:22][C:23]5[C:28]([F:29])=[CH:27][CH:26]=[CH:25][C:24]=5[F:30])=[O:21])[CH:5]=[CH:4][N:3]=4)=[C:48]([O:53][CH2:54][CH:55]([CH3:57])[CH3:56])[CH:47]=3)[CH2:42][CH2:41]2)[CH2:39][CH2:38][CH2:37][CH2:36][CH2:35]1, predict the reactants needed to synthesize it. The reactants are: Cl[C:2]1[N:7]=[C:6]([C:8]2[N:12]3[CH:13]=[CH:14][CH:15]=[CH:16][C:11]3=[N:10][C:9]=2[C:17]2[CH:18]=[C:19]([CH:31]=[CH:32][CH:33]=2)[C:20]([NH:22][C:23]2[C:28]([F:29])=[CH:27][CH:26]=[CH:25][C:24]=2[F:30])=[O:21])[CH:5]=[CH:4][N:3]=1.[N:34]1([CH:40]2[CH2:45][CH2:44][N:43]([C:46]3[CH:52]=[CH:51][C:49]([NH2:50])=[C:48]([O:53][CH2:54][CH:55]([CH3:57])[CH3:56])[CH:47]=3)[CH2:42][CH2:41]2)[CH2:39][CH2:38][CH2:37][CH2:36][CH2:35]1.